Predict the reactants needed to synthesize the given product. From a dataset of Full USPTO retrosynthesis dataset with 1.9M reactions from patents (1976-2016). (1) Given the product [Cl:1][C:2]1[CH:3]=[CH:4][C:5]([C@@H:8]([C@H:24]2[CH2:29][CH2:28][O:27][C:26]([CH3:31])([CH3:30])[CH2:25]2)[CH2:9][C:10]([OH:11])=[O:37])=[CH:6][CH:7]=1, predict the reactants needed to synthesize it. The reactants are: [Cl:1][C:2]1[CH:7]=[CH:6][C:5]([C@@H:8]([C@H:24]2[CH2:29][CH2:28][O:27][C:26]([CH3:31])([CH3:30])[CH2:25]2)[CH2:9][C:10](N2[C@H](C3C=CC=CC=3)COC2=O)=[O:11])=[CH:4][CH:3]=1.OO.[Li+].[OH-].S([O-])([O-])=[O:37].[Na+].[Na+].C(=O)(O)[O-].[Na+]. (2) Given the product [CH2:1]([CH:2]1[CH2:3][C:12](=[O:13])[C:11]1([Cl:16])[Cl:10])[C:4]1[CH:9]=[CH:8][CH:7]=[CH:6][CH:5]=1, predict the reactants needed to synthesize it. The reactants are: [CH2:1]([C:4]1[CH:9]=[CH:8][CH:7]=[CH:6][CH:5]=1)[CH:2]=[CH2:3].[Cl:10][C:11]([Cl:16])(Cl)[C:12](Cl)=[O:13].P(Cl)(Cl)(Cl)=O. (3) Given the product [Cl:44][C:38]1[CH:37]=[C:36]([NH:35][C:19](=[O:20])[CH2:18][CH2:17][S:14](=[O:15])(=[O:16])[N:13]([C:9]2[CH:8]=[C:7]3[C:12](=[CH:11][CH:10]=2)[N:3]([CH2:1][CH3:2])[C:4](=[O:34])[N:5]([CH2:32][CH3:33])[C:6]3=[O:31])[CH2:22][C:23]2[CH:24]=[CH:25][C:26]([O:29][CH3:30])=[CH:27][CH:28]=2)[CH:43]=[CH:42][C:39]=1[C:40]#[N:41], predict the reactants needed to synthesize it. The reactants are: [CH2:1]([N:3]1[C:12]2[C:7](=[CH:8][C:9]([N:13]([CH2:22][C:23]3[CH:28]=[CH:27][C:26]([O:29][CH3:30])=[CH:25][CH:24]=3)[S:14]([CH2:17][CH2:18][C:19](O)=[O:20])(=[O:16])=[O:15])=[CH:10][CH:11]=2)[C:6](=[O:31])[N:5]([CH2:32][CH3:33])[C:4]1=[O:34])[CH3:2].[NH2:35][C:36]1[CH:43]=[CH:42][C:39]([C:40]#[N:41])=[C:38]([Cl:44])[CH:37]=1.CCN(C(C)C)C(C)C.C(P1(=O)OP(CCC)(=O)OP(CCC)(=O)O1)CC.C(=O)([O-])O.[Na+].